Dataset: NCI-60 drug combinations with 297,098 pairs across 59 cell lines. Task: Regression. Given two drug SMILES strings and cell line genomic features, predict the synergy score measuring deviation from expected non-interaction effect. (1) Drug 1: CC1=C(C(CCC1)(C)C)C=CC(=CC=CC(=CC(=O)O)C)C. Drug 2: CC1CCC2CC(C(=CC=CC=CC(CC(C(=O)C(C(C(=CC(C(=O)CC(OC(=O)C3CCCCN3C(=O)C(=O)C1(O2)O)C(C)CC4CCC(C(C4)OC)OCCO)C)C)O)OC)C)C)C)OC. Cell line: RPMI-8226. Synergy scores: CSS=41.7, Synergy_ZIP=1.72, Synergy_Bliss=2.11, Synergy_Loewe=3.44, Synergy_HSA=3.42. (2) Drug 1: COC1=C(C=C2C(=C1)N=CN=C2NC3=CC(=C(C=C3)F)Cl)OCCCN4CCOCC4. Drug 2: CN(C(=O)NC(C=O)C(C(C(CO)O)O)O)N=O. Cell line: HOP-92. Synergy scores: CSS=25.8, Synergy_ZIP=-1.64, Synergy_Bliss=-0.165, Synergy_Loewe=-15.9, Synergy_HSA=1.95.